This data is from Forward reaction prediction with 1.9M reactions from USPTO patents (1976-2016). The task is: Predict the product of the given reaction. Given the reactants C([O:3][C:4](=[O:18])[CH:5]([O:15][CH2:16][CH3:17])[CH2:6][C:7]1[CH:12]=[CH:11][C:10]([OH:13])=[C:9]([CH3:14])[CH:8]=1)C.C(C1C=C(CC(OCC)C(O)=O)C=CC=1O)C1C=CC=CC=1, predict the reaction product. The product is: [CH2:16]([O:15][CH:5]([CH2:6][C:7]1[CH:12]=[CH:11][C:10]([OH:13])=[C:9]([CH3:14])[CH:8]=1)[C:4]([OH:18])=[O:3])[CH3:17].